Task: Predict the reaction yield, written as a fraction of the theoretical maximum amount of product (1.0 means a 100% yield; for example, 0.34 means a 34% yield).. Dataset: Reaction yield outcomes from USPTO patents with 853,638 reactions (1) The reactants are [C:1]([C:3]1[CH:8]=[C:7]([O:9][C:10]2[CH:15]=[CH:14][C:13]([NH:16][C:17]([NH:19][C:20]3[N:24]([C:25]4[CH:26]=[C:27]5[C:32](=[CH:33][CH:34]=4)[N:31]=[CH:30][CH:29]=[CH:28]5)[N:23]=[C:22]([CH:35]([CH3:37])[CH3:36])[CH:21]=3)=[O:18])=[C:12]([F:38])[CH:11]=2)[CH:6]=[CH:5][N:4]=1)#[N:2].C([NH:42][C@H](C(O)=O)CS)(=O)C.C([O-])(=O)C.[NH4+].C([O-])([O-])=O.[K+].[K+]. The catalyst is CO.O. The product is [C:1]([C:3]1[CH:8]=[C:7]([O:9][C:10]2[CH:15]=[CH:14][C:13]([NH:16][C:17]([NH:19][C:20]3[N:24]([C:25]4[CH:26]=[C:27]5[C:32](=[CH:33][CH:34]=4)[N:31]=[CH:30][CH:29]=[CH:28]5)[N:23]=[C:22]([CH:35]([CH3:36])[CH3:37])[CH:21]=3)=[O:18])=[C:12]([F:38])[CH:11]=2)[CH:6]=[CH:5][N:4]=1)(=[NH:42])[NH2:2]. The yield is 0.170. (2) The reactants are [OH:1][C:2]1[CH:11]=[C:10]2[C:5]([CH2:6][CH2:7][CH:8]([CH2:12]O)[O:9]2)=[CH:4][CH:3]=1.C(Br)(Br)(Br)[Br:15].C1(P(C2C=CC=CC=2)C2C=CC=CC=2)C=CC=CC=1. The catalyst is C(Cl)Cl. The product is [Br:15][CH2:12][CH:8]1[CH2:7][CH2:6][C:5]2[C:10](=[CH:11][C:2]([OH:1])=[CH:3][CH:4]=2)[O:9]1. The yield is 0.550. (3) The reactants are [CH2:1]([O:3][C:4]([C:6]1[C:10]([CH3:11])=[CH:9][NH:8][C:7]=1[CH2:12][C:13]([OH:15])=O)=[O:5])[CH3:2].[NH2:16][CH2:17][CH2:18][NH:19][C:20](=[O:22])[CH3:21].Cl.C(N=C=NCCCN(C)C)C.ON1C2C=CC=CC=2N=N1.[OH-].[Na+]. The catalyst is ClCCl.O. The product is [CH2:1]([O:3][C:4]([C:6]1[C:10]([CH3:11])=[CH:9][NH:8][C:7]=1[CH2:12][C:13](=[O:15])[NH:16][CH2:17][CH2:18][NH:19][C:20](=[O:22])[CH3:21])=[O:5])[CH3:2]. The yield is 0.957. (4) The reactants are [CH2:1]([O:8][C:9]([NH:11][C@@H:12]([CH2:16][C:17]1[CH:22]=[CH:21][C:20]([C:23]2[N:28]=[CH:27][C:26]([C:29]3[CH:34]=[CH:33][C:32]([O:35][CH2:36][CH2:37][CH2:38][CH2:39][CH2:40][CH2:41][CH3:42])=[CH:31][CH:30]=3)=[CH:25][N:24]=2)=[CH:19][CH:18]=1)[C:13](O)=[O:14])=[O:10])[C:2]1[CH:7]=[CH:6][CH:5]=[CH:4][CH:3]=1.Cl.[NH2:44][C@H:45]([CH3:53])[C:46]([O:48][C:49]([CH3:52])([CH3:51])[CH3:50])=[O:47].CN(C(ON1N=NC2C=CC=NC1=2)=[N+](C)C)C.F[P-](F)(F)(F)(F)F. The catalyst is CN(C=O)C.CC(=O)OCC. The product is [CH2:1]([O:8][C:9]([NH:11][C@@H:12]([CH2:16][C:17]1[CH:22]=[CH:21][C:20]([C:23]2[N:24]=[CH:25][C:26]([C:29]3[CH:30]=[CH:31][C:32]([O:35][CH2:36][CH2:37][CH2:38][CH2:39][CH2:40][CH2:41][CH3:42])=[CH:33][CH:34]=3)=[CH:27][N:28]=2)=[CH:19][CH:18]=1)[C:13]([NH:44][C@@H:45]([C:46]([O:48][C:49]([CH3:52])([CH3:51])[CH3:50])=[O:47])[CH3:53])=[O:14])=[O:10])[C:2]1[CH:3]=[CH:4][CH:5]=[CH:6][CH:7]=1. The yield is 0.705. (5) The reactants are Br[CH2:2][C:3]1[CH:8]=[CH:7][C:6]([S:9]([CH2:12][CH3:13])(=[O:11])=[O:10])=[CH:5][CH:4]=1.[OH-].[NH4+:15]. The catalyst is CO. The product is [CH2:12]([S:9]([C:6]1[CH:7]=[CH:8][C:3]([CH2:2][NH2:15])=[CH:4][CH:5]=1)(=[O:11])=[O:10])[CH3:13]. The yield is 0.300. (6) The reactants are [N+:1]([C:4]1[CH:11]=[CH:10][C:7]([CH:8]=[O:9])=[CH:6][CH:5]=1)([O-:3])=[O:2].S([CH2:22][N+:23]#[C-:24])(C1C=CC(C)=CC=1)(=O)=O.C(=O)([O-])[O-].[K+].[K+]. The catalyst is CO. The product is [N+:1]([C:4]1[CH:5]=[CH:6][C:7]([C:8]2[O:9][CH:24]=[N:23][CH:22]=2)=[CH:10][CH:11]=1)([O-:3])=[O:2]. The yield is 0.890. (7) The reactants are [CH2:1]([O:8][C:9]1[CH:14]=[CH:13][CH:12]=[C:11](Br)[CH:10]=1)[C:2]1[CH:7]=[CH:6][CH:5]=[CH:4][CH:3]=1.[CH3:16][O:17][C:18]1[CH:19]=[C:20]([CH:23]=[C:24]([O:26][CH3:27])[CH:25]=1)[CH:21]=[O:22].C([Li])CCC.O1C2C=CC(C(C3C=C(OC)C=C(OC)C=3)O)=CC=2OCC1. No catalyst specified. The product is [CH2:1]([O:8][C:9]1[CH:10]=[C:11]([CH:21]([C:20]2[CH:23]=[C:24]([O:26][CH3:27])[CH:25]=[C:18]([O:17][CH3:16])[CH:19]=2)[OH:22])[CH:12]=[CH:13][CH:14]=1)[C:2]1[CH:7]=[CH:6][CH:5]=[CH:4][CH:3]=1. The yield is 0.820. (8) The reactants are [OH:1][B:2]1[C:6]2[CH:7]=[C:8]([NH:11][S:12]([C:15]3[N:20]=[CH:19][C:18]([NH:21]C(=O)OC)=[CH:17][C:16]=3[CH2:26][NH:27][C:28]([NH2:30])=[O:29])(=[O:14])=[O:13])[CH:9]=[CH:10][C:5]=2[CH2:4][O:3]1.[OH-].[K+].Cl. The catalyst is C(O)C.O. The product is [NH2:21][C:18]1[CH:17]=[C:16]([CH2:26][NH:27][C:28]([NH2:30])=[O:29])[C:15]([S:12]([NH:11][C:8]2[CH:9]=[CH:10][C:5]3[CH2:4][O:3][B:2]([OH:1])[C:6]=3[CH:7]=2)(=[O:13])=[O:14])=[N:20][CH:19]=1. The yield is 0.640. (9) The reactants are Br[C:2]1[CH:3]=[C:4]([NH:10][C:11]2[CH:24]=[C:14]3[CH2:15][N:16]([CH2:19][CH2:20][CH2:21][O:22][CH3:23])[CH2:17][CH2:18][N:13]3[N:12]=2)[C:5](=[O:9])[N:6]([CH3:8])[CH:7]=1.[C:25]([O:28][CH2:29][C:30]1[C:31]([N:45]2[CH2:56][CH2:55][N:54]3[C:47](=[CH:48][C:49]4[CH2:50][C:51]([CH3:58])([CH3:57])[CH2:52][C:53]=43)[C:46]2=[O:59])=[N:32][CH:33]=[CH:34][C:35]=1B1OC(C)(C)C(C)(C)O1)(=[O:27])[CH3:26].[O-]P([O-])([O-])=O.[K+].[K+].[K+].O.C([O-])(=O)C.[Na+]. The catalyst is C1C=CC(P(C2C=CC=CC=2)[C-]2C=CC=C2)=CC=1.C1C=CC(P(C2C=CC=CC=2)[C-]2C=CC=C2)=CC=1.Cl[Pd]Cl.[Fe+2].C(#N)C.O. The product is [C:25]([O:28][CH2:29][C:30]1[C:31]([N:45]2[CH2:56][CH2:55][N:54]3[C:47](=[CH:48][C:49]4[CH2:50][C:51]([CH3:58])([CH3:57])[CH2:52][C:53]=43)[C:46]2=[O:59])=[N:32][CH:33]=[CH:34][C:35]=1[C:2]1[CH:3]=[C:4]([NH:10][C:11]2[CH:24]=[C:14]3[CH2:15][N:16]([CH2:19][CH2:20][CH2:21][O:22][CH3:23])[CH2:17][CH2:18][N:13]3[N:12]=2)[C:5](=[O:9])[N:6]([CH3:8])[CH:7]=1)(=[O:27])[CH3:26]. The yield is 0.740.